From a dataset of Reaction yield outcomes from USPTO patents with 853,638 reactions. Predict the reaction yield, written as a fraction of the theoretical maximum amount of product (1.0 means a 100% yield; for example, 0.34 means a 34% yield). (1) The reactants are [CH3:1][S:2](Cl)(=[O:4])=[O:3].[F:6][C:7]([F:34])([F:33])[S:8]([O:11][C:12]1[C:13]([NH2:32])=[CH:14][C:15]2[O:19][C:18]([C:20]3[CH:25]=[CH:24][C:23]([F:26])=[CH:22][CH:21]=3)=[C:17]([C:27](=[O:30])[NH:28][CH3:29])[C:16]=2[CH:31]=1)(=[O:10])=[O:9].CCN(C(C)C)C(C)C. The catalyst is C(Cl)Cl.CCOC(C)=O. The product is [F:34][C:7]([F:6])([F:33])[S:8]([O:11][C:12]1[C:13]([N:32]([S:2]([CH3:1])(=[O:4])=[O:3])[S:2]([CH3:1])(=[O:4])=[O:3])=[CH:14][C:15]2[O:19][C:18]([C:20]3[CH:21]=[CH:22][C:23]([F:26])=[CH:24][CH:25]=3)=[C:17]([C:27](=[O:30])[NH:28][CH3:29])[C:16]=2[CH:31]=1)(=[O:10])=[O:9]. The yield is 0.820. (2) The reactants are [Cl:1][C:2]1[N:3]=[C:4]([Cl:12])[C:5]2[C:10]([I:11])=[CH:9][NH:8][C:6]=2[N:7]=1.[CH3:13][Si:14]([CH2:17][CH2:18][O:19][CH2:20]Cl)([CH3:16])[CH3:15].[H-].[Na+].[NH4+].[Cl-]. The catalyst is O.C(Cl)Cl.CN(C=O)C. The product is [Cl:1][C:2]1[N:3]=[C:4]([Cl:12])[C:5]2[C:10]([I:11])=[CH:9][N:8]([CH2:20][O:19][CH2:18][CH2:17][Si:14]([CH3:16])([CH3:15])[CH3:13])[C:6]=2[N:7]=1. The yield is 0.540. (3) The reactants are [CH3:1][O:2][C:3](=[O:26])[CH2:4][C:5]1[C:14]([CH3:15])=[C:13](B2OC(C)(C)C(C)(C)O2)[C:12]2[C:7](=[CH:8][CH:9]=[C:10]([F:25])[CH:11]=2)[CH:6]=1.Br[C:28]1[CH:33]=[CH:32][C:31]([S:34][C:35]2[CH:40]=[C:39]([C:41]([F:44])([F:43])[F:42])[CH:38]=[C:37]([C:45]([F:48])([F:47])[F:46])[CH:36]=2)=[CH:30][CH:29]=1.C(=O)(O)[O-].[Na+].O. The catalyst is C(COC)OC.C1C=CC([P]([Pd]([P](C2C=CC=CC=2)(C2C=CC=CC=2)C2C=CC=CC=2)([P](C2C=CC=CC=2)(C2C=CC=CC=2)C2C=CC=CC=2)[P](C2C=CC=CC=2)(C2C=CC=CC=2)C2C=CC=CC=2)(C2C=CC=CC=2)C2C=CC=CC=2)=CC=1. The product is [CH3:1][O:2][C:3](=[O:26])[CH2:4][C:5]1[C:14]([CH3:15])=[C:13]([C:28]2[CH:33]=[CH:32][C:31]([S:34][C:35]3[CH:36]=[C:37]([C:45]([F:48])([F:46])[F:47])[CH:38]=[C:39]([C:41]([F:44])([F:43])[F:42])[CH:40]=3)=[CH:30][CH:29]=2)[C:12]2[C:7](=[CH:8][CH:9]=[C:10]([F:25])[CH:11]=2)[CH:6]=1. The yield is 0.370.